Predict the reactants needed to synthesize the given product. From a dataset of Full USPTO retrosynthesis dataset with 1.9M reactions from patents (1976-2016). (1) Given the product [N:25]1([C:23]([NH:22][CH2:21][C:20]2[CH:19]=[CH:18][C:17]([O:16][CH3:15])=[CH:35][CH:34]=2)=[N:24][C:12](=[O:13])[CH2:11][C:5]2[CH:6]=[CH:7][C:8]([O:9][CH3:10])=[C:3]([O:2][CH3:1])[CH:4]=2)[C:29]2[CH:30]=[CH:31][CH:32]=[CH:33][C:28]=2[N:27]=[N:26]1, predict the reactants needed to synthesize it. The reactants are: [CH3:1][O:2][C:3]1[CH:4]=[C:5]([CH2:11][C:12](Cl)=[O:13])[CH:6]=[CH:7][C:8]=1[O:9][CH3:10].[CH3:15][O:16][C:17]1[CH:35]=[CH:34][C:20]([CH2:21][NH:22][C:23]([N:25]2[C:29]3[CH:30]=[CH:31][CH:32]=[CH:33][C:28]=3[N:27]=[N:26]2)=[NH:24])=[CH:19][CH:18]=1. (2) Given the product [CH2:2]([O:9][C:10]1[CH:15]=[CH:14][N:13]([C:16]2[CH:24]=[C:23]3[C:19]([C:20]4[CH2:29][CH2:28][N:27]([CH2:31][CH3:32])[CH2:26][C:21]=4[N:22]3[CH3:25])=[CH:18][CH:17]=2)[C:12](=[O:30])[CH:11]=1)[C:3]1[CH:4]=[CH:5][CH:6]=[CH:7][CH:8]=1, predict the reactants needed to synthesize it. The reactants are: Cl.[CH2:2]([O:9][C:10]1[CH:15]=[CH:14][N:13]([C:16]2[CH:24]=[C:23]3[C:19]([C:20]4[CH2:29][CH2:28][NH:27][CH2:26][C:21]=4[N:22]3[CH3:25])=[CH:18][CH:17]=2)[C:12](=[O:30])[CH:11]=1)[C:3]1[CH:8]=[CH:7][CH:6]=[CH:5][CH:4]=1.[CH:31](=O)[CH3:32].[BH-](OC(C)=O)(OC(C)=O)OC(C)=O.[Na+]. (3) Given the product [Cl:22][C:5]1[C:6]([NH:8][C:9]2[CH:14]=[CH:13][C:12]([O:15][CH3:16])=[CH:11][C:10]=2[NH:17][S:18]([CH3:21])(=[O:20])=[O:19])=[N:7][C:2]([NH:27][C:26]2[CH:28]=[C:29]([O:33][CH3:34])[C:30]([CH3:32])=[CH:31][C:25]=2[O:24][CH3:23])=[N:3][CH:4]=1, predict the reactants needed to synthesize it. The reactants are: Cl[C:2]1[N:7]=[C:6]([NH:8][C:9]2[CH:14]=[CH:13][C:12]([O:15][CH3:16])=[CH:11][C:10]=2[NH:17][S:18]([CH3:21])(=[O:20])=[O:19])[C:5]([Cl:22])=[CH:4][N:3]=1.[CH3:23][O:24][C:25]1[CH:31]=[C:30]([CH3:32])[C:29]([O:33][CH3:34])=[CH:28][C:26]=1[NH2:27]. (4) The reactants are: [NH2:1][C:2]1[N:6]([CH:7]2[CH2:12][CH2:11][CH2:10][NH:9][CH2:8]2)[N:5]=[C:4]([C:13]2[CH:18]=[CH:17][C:16]([O:19][C:20]3[CH:25]=[CH:24][CH:23]=[CH:22][CH:21]=3)=[CH:15][CH:14]=2)[C:3]=1[C:26]([NH2:28])=[O:27].Br[CH2:30]/[CH:31]=[CH:32]/[C:33]([N:35]([CH3:37])[CH3:36])=[O:34].C([O-])([O-])=O.[K+].[K+]. Given the product [NH2:1][C:2]1[N:6]([CH:7]2[CH2:12][CH2:11][CH2:10][N:9]([CH2:30]/[CH:31]=[CH:32]/[C:33]([N:35]([CH3:37])[CH3:36])=[O:34])[CH2:8]2)[N:5]=[C:4]([C:13]2[CH:14]=[CH:15][C:16]([O:19][C:20]3[CH:25]=[CH:24][CH:23]=[CH:22][CH:21]=3)=[CH:17][CH:18]=2)[C:3]=1[C:26]([NH2:28])=[O:27], predict the reactants needed to synthesize it. (5) Given the product [N+:24]([C:27]1[CH:28]=[CH:29][C:30]([C:33]2[C:34]([C:35]([O:37][CH2:38][CH3:39])=[O:36])=[CH:12][NH:11][CH:13]=2)=[CH:31][CH:32]=1)([O-:26])=[O:25], predict the reactants needed to synthesize it. The reactants are: C[Si](C)(C)[N-][Si](C)(C)C.[Li+].[N+:11]([CH2:13]S(C1C=CC(C)=CC=1)(=O)=O)#[C-:12].[N+:24]([C:27]1[CH:32]=[CH:31][C:30](/[CH:33]=[CH:34]/[C:35]([O:37][CH2:38][CH3:39])=[O:36])=[CH:29][CH:28]=1)([O-:26])=[O:25].C(=O)(O)[O-].[Na+]. (6) Given the product [CH3:31][NH:32][C:5](=[O:4])[CH:6]=[C:7]([C:9]1[CH:14]=[CH:13][C:12]([O:15][CH2:16][C:17]2[CH:22]=[CH:21][CH:20]=[C:19]([F:23])[CH:18]=2)=[CH:11][CH:10]=1)[CH3:8], predict the reactants needed to synthesize it. The reactants are: [OH-].[K+].C[O:4][C:5](=O)[CH:6]=[C:7]([C:9]1[CH:14]=[CH:13][C:12]([O:15][CH2:16][C:17]2[CH:22]=[CH:21][CH:20]=[C:19]([F:23])[CH:18]=2)=[CH:11][CH:10]=1)[CH3:8].C(Cl)(=O)C(Cl)=O.[CH3:31][NH2:32].